Dataset: Catalyst prediction with 721,799 reactions and 888 catalyst types from USPTO. Task: Predict which catalyst facilitates the given reaction. (1) Reactant: [Br:1][C:2]1[C:3]2[CH:10]=[C:9]([Cl:11])[CH:8]=[CH:7][C:4]=2[S:5][CH:6]=1.[Al+3].[Cl-].[Cl-].[Cl-].[C:16](Cl)(=[O:18])[CH3:17]. Product: [Br:1][C:2]1[C:3]2[CH:10]=[C:9]([Cl:11])[CH:8]=[CH:7][C:4]=2[S:5][C:6]=1[C:16](=[O:18])[CH3:17]. The catalyst class is: 534. (2) Reactant: [Br:1][C:2]1[N:10]=[CH:9][N:8]=[C:7]2[C:3]=1[N:4]=[CH:5][NH:6]2.C(=O)([O-])[O-].[K+].[K+].[CH3:17][O:18][C:19]1[CH:26]=[CH:25][C:22]([CH2:23]Cl)=[CH:21][CH:20]=1. Product: [CH3:17][O:18][C:19]1[CH:26]=[CH:25][C:22]([CH2:23][N:6]2[CH:5]=[N:4][C:3]3[C:7]2=[N:8][CH:9]=[N:10][C:2]=3[Br:1])=[CH:21][CH:20]=1. The catalyst class is: 3. (3) Reactant: [C:1]([O:5][C:6]([C:8]1[C:16]2[CH2:15][CH2:14][N:13]([CH2:17][C:18]3[CH:23]=[CH:22][C:21]([O:24][CH3:25])=[CH:20][CH:19]=3)[CH:12]([CH2:26][NH2:27])[C:11]=2[S:10][C:9]=1[NH2:28])=[O:7])([CH3:4])([CH3:3])[CH3:2].[C:29](Cl)(=[O:36])[C:30]1[CH:35]=[CH:34][CH:33]=[CH:32][CH:31]=1. Product: [C:1]([O:5][C:6]([C:8]1[C:16]2[CH2:15][CH2:14][N:13]([CH2:17][C:18]3[CH:19]=[CH:20][C:21]([O:24][CH3:25])=[CH:22][CH:23]=3)[CH:12]([CH2:26][NH:27][C:29](=[O:36])[C:30]3[CH:35]=[CH:34][CH:33]=[CH:32][CH:31]=3)[C:11]=2[S:10][C:9]=1[NH2:28])=[O:7])([CH3:4])([CH3:2])[CH3:3]. The catalyst class is: 236. (4) Reactant: C1(P(C2C=CC=CC=2)C2C=CC=CC=2)C=CC=CC=1.[C:20]([O:23][CH2:24][C:25](=O)[NH:26][C:27]1[CH:32]=[CH:31][C:30]([S:33]([F:38])([F:37])([F:36])([F:35])[F:34])=[CH:29][CH:28]=1)(=[O:22])[CH3:21].C[Si]([N:44]=[N+:45]=[N-:46])(C)C. Product: [C:20]([O:23][CH2:24][C:25]1[N:26]([C:27]2[CH:32]=[CH:31][C:30]([S:33]([F:38])([F:37])([F:36])([F:35])[F:34])=[CH:29][CH:28]=2)[N:46]=[N:45][N:44]=1)(=[O:22])[CH3:21]. The catalyst class is: 49.